Dataset: Forward reaction prediction with 1.9M reactions from USPTO patents (1976-2016). Task: Predict the product of the given reaction. (1) Given the reactants [Cl:1][C:2]1[C:3]([CH3:17])=[CH:4][C:5]([O:10][CH:11]2[CH2:16][CH2:15][O:14][CH2:13][CH2:12]2)=[C:6]([CH:9]=1)[CH:7]=O.[CH3:18][Si:19]([CH3:26])([CH3:25])N[Si:19]([CH3:26])([CH3:25])[CH3:18].C([Li])CCC.C[Si](Cl)(C)C.[CH2:37]([N:39](CC)CC)[CH3:38].C(Cl)(=[O:46])C, predict the reaction product. The product is: [Cl:1][C:2]1[C:3]([CH3:17])=[CH:4][C:5]([O:10][CH:11]2[CH2:16][CH2:15][O:14][CH2:13][CH2:12]2)=[C:6]([CH:7]=[N:39][C:37]([O:46][Si:19]([CH3:26])([CH3:25])[CH3:18])=[CH2:38])[CH:9]=1. (2) Given the reactants C(OC([N:8]1[CH2:13][CH2:12][CH:11]([N:14]2[CH2:18][CH2:17][C@H:16]([NH:19][S:20]([C:23]3[CH:32]=[CH:31][C:30]4[C:25](=[CH:26][CH:27]=[C:28]([Cl:33])[CH:29]=4)[CH:24]=3)(=[O:22])=[O:21])[C:15]2=[O:34])[CH2:10][CH2:9]1)=O)(C)(C)C.[C:35](=[O:38])([O-])[O-:36].[K+].[K+].BrCC(O[C:46](C)([CH3:48])[CH3:47])=O.[CH3:50]N(C=O)C, predict the reaction product. The product is: [Cl:33][C:28]1[CH:29]=[C:30]2[C:25](=[CH:26][CH:27]=1)[CH:24]=[C:23]([S:20]([N:19]([CH2:50][C:35]([OH:36])=[O:38])[C@H:16]1[CH2:17][CH2:18][N:14]([CH:11]3[CH2:12][CH2:13][N:8]([CH:46]([CH3:48])[CH3:47])[CH2:9][CH2:10]3)[C:15]1=[O:34])(=[O:21])=[O:22])[CH:32]=[CH:31]2. (3) Given the reactants [N:1]1[CH:6]=[CH:5][CH:4]=[CH:3][C:2]=1[C:7]([NH:9][C:10]1[C:11]([C:21]([OH:23])=O)=[N:12][N:13]([CH:15]2[CH2:20][CH2:19][CH2:18][CH2:17][O:16]2)[CH:14]=1)=[O:8].Cl.[C:25]([O:29][CH2:30][CH2:31][CH2:32][NH2:33])([CH3:28])([CH3:27])[CH3:26].CCN=C=NCCCN(C)C.C1C=CC2N(O)N=NC=2C=1.C(N(CC)CC)C.C(=O)([O-])O.[Na+], predict the reaction product. The product is: [C:25]([O:29][CH2:30][CH2:31][CH2:32][NH:33][C:21]([C:11]1[C:10]([NH:9][C:7]([C:2]2[CH:3]=[CH:4][CH:5]=[CH:6][N:1]=2)=[O:8])=[CH:14][N:13]([CH:15]2[CH2:20][CH2:19][CH2:18][CH2:17][O:16]2)[N:12]=1)=[O:23])([CH3:28])([CH3:27])[CH3:26]. (4) Given the reactants O[CH2:2][CH2:3][CH2:4][CH2:5][O:6][C:7]1[CH:16]=[C:15]2[C:10]([C:11](=O)[NH:12][CH:13]=[N:14]2)=[CH:9][CH:8]=1.[NH2:18][C:19]1[NH:23][N:22]=[C:21]([CH2:24][C:25]([OH:27])=[O:26])[CH:20]=1.[ClH:28].O1CCOCC1.[OH-].[Na+], predict the reaction product. The product is: [Cl:28][CH2:2][CH2:3][CH2:4][CH2:5][O:6][C:7]1[CH:16]=[C:15]2[C:10]([C:11]([NH:18][C:19]3[CH:20]=[C:21]([CH2:24][C:25]([OH:27])=[O:26])[NH:22][N:23]=3)=[N:12][CH:13]=[N:14]2)=[CH:9][CH:8]=1.